Task: Predict the reaction yield, written as a fraction of the theoretical maximum amount of product (1.0 means a 100% yield; for example, 0.34 means a 34% yield).. Dataset: Reaction yield outcomes from USPTO patents with 853,638 reactions (1) The reactants are Cl[C:2]1[N:7]=[C:6]([NH:8][CH2:9][C:10]([O:12][CH2:13][CH3:14])=[O:11])[CH:5]=[N:4][CH:3]=1.C(=O)([O-])[O-].[K+].[K+].[H][H]. The catalyst is C(O)C.[OH-].[Pd+2].[OH-]. The product is [N:7]1[CH:2]=[CH:3][N:4]=[CH:5][C:6]=1[NH:8][CH2:9][C:10]([O:12][CH2:13][CH3:14])=[O:11]. The yield is 0.760. (2) The reactants are C(Cl)(=O)C(Cl)=O.[F:7][C:8]1[CH:19]=[CH:18][CH:17]=[CH:16][C:9]=1[O:10][CH2:11][CH2:12][C:13]([OH:15])=O.[Cl-].[Al+3].[Cl-].[Cl-]. The catalyst is CN(C=O)C.C(Cl)Cl. The product is [F:7][C:8]1[CH:19]=[CH:18][CH:17]=[C:16]2[C:9]=1[O:10][CH2:11][CH2:12][C:13]2=[O:15]. The yield is 0.980. (3) The reactants are [O-:1][N+:2]1[C:7]2[CH:8]=[CH:9][CH:10]=[CH:11][C:6]=2[N:5]=[C:4]([NH:12][C:13]2[CH:18]=[CH:17][C:16]([CH2:19][C:20](O)=[O:21])=[CH:15][CH:14]=2)[N:3]=1.[CH:23]1[N:27]=[CH:26][N:25]([C:28](N2C=NC=C2)=O)[CH:24]=1.CNN(CC)NC. The catalyst is CN(C=O)C. The product is [CH3:26][N:25]([CH3:28])[CH2:24][CH2:23][NH:27][C:20](=[O:21])[CH2:19][C:16]1[CH:15]=[CH:14][C:13]([NH:12][C:4]2[N:3]=[N+:2]([O-:1])[C:7]3[CH:8]=[CH:9][CH:10]=[CH:11][C:6]=3[N:5]=2)=[CH:18][CH:17]=1. The yield is 0.950. (4) The reactants are [CH:1]1([CH2:4][N:5]2[C:9]3[CH:10]=[CH:11][C:12]([S:14]([C:17]([CH3:21])([CH3:20])[CH2:18][NH2:19])(=[O:16])=[O:15])=[CH:13][C:8]=3[N:7]=[C:6]2[CH2:22][C:23]([CH3:26])([CH3:25])[CH3:24])[CH2:3][CH2:2]1.C(N(CC)CC)C.[C:34](Cl)(=[O:36])[CH3:35]. The catalyst is ClCCl. The product is [CH:1]1([CH2:4][N:5]2[C:9]3[CH:10]=[CH:11][C:12]([S:14]([C:17]([CH3:20])([CH3:21])[CH2:18][NH:19][C:34](=[O:36])[CH3:35])(=[O:16])=[O:15])=[CH:13][C:8]=3[N:7]=[C:6]2[CH2:22][C:23]([CH3:26])([CH3:25])[CH3:24])[CH2:2][CH2:3]1. The yield is 0.770. (5) No catalyst specified. The reactants are F[C:2]1[CH:11]=[C:10](F)[CH:9]=[C:8]2[C:3]=1[C:4](=[O:13])[NH:5][CH:6]=[N:7]2.N(C1[C:30]2[C:25](=CC=CC=2)N=CN=1)C1C=CC=CC=1.[O-:31][CH2:32][CH3:33].[Na+].[Cl-].[NH4+].CN(C)C=[O:40]. The product is [CH2:32]([O:31][C:2]1[CH:11]=[C:10]([O:40][CH2:30][CH3:25])[CH:9]=[C:8]2[C:3]=1[C:4](=[O:13])[NH:5][CH:6]=[N:7]2)[CH3:33]. The yield is 0.530. (6) The reactants are [Br:1][C:2]1[CH:10]=[C:9]([Br:11])[CH:8]=[C:4]([C:5]([OH:7])=O)[C:3]=1[OH:12].O[NH:14][C:15]([C:17]1[C:22]([CH3:23])=[CH:21][CH:20]=[CH:19][N:18]=1)=[NH:16]. No catalyst specified. The product is [Br:1][C:2]1[CH:10]=[C:9]([Br:11])[CH:8]=[C:4]([C:5]2[O:7][N:16]=[C:15]([C:17]3[C:22]([CH3:23])=[CH:21][CH:20]=[CH:19][N:18]=3)[N:14]=2)[C:3]=1[OH:12]. The yield is 0.0600. (7) The reactants are [F:1][C:2]1([F:9])[CH2:7][CH2:6][C:5](=[O:8])[CH:4]=[CH:3]1.C(=O)([O-])[O-].[K+].[K+].[I:16]I. The catalyst is CN(C1C=CN=CC=1)C.C1COCC1.O. The product is [F:1][C:2]1([F:9])[CH2:7][CH2:6][C:5](=[O:8])[C:4]([I:16])=[CH:3]1. The yield is 0.750. (8) The reactants are [NH2:1][C:2]1[C:7]2=[CH:8][C:9]([C:12]#[N:13])=[C:10](Br)[N:6]2[N:5]=[CH:4][N:3]=1.CC1(C)C(C)(C)OB([C:22]2[CH2:23][CH2:24][N:25]([C:28]([O:30][C:31]([CH3:34])([CH3:33])[CH3:32])=[O:29])[CH2:26][CH:27]=2)O1.C(=O)([O-])[O-].[Na+].[Na+]. The catalyst is CN(C=O)C.COCCOC.O. The product is [NH2:1][C:2]1[C:7]2=[CH:8][C:9]([C:12]#[N:13])=[C:10]([C:22]3[CH2:27][CH2:26][N:25]([C:28]([O:30][C:31]([CH3:34])([CH3:33])[CH3:32])=[O:29])[CH2:24][CH:23]=3)[N:6]2[N:5]=[CH:4][N:3]=1. The yield is 0.694.